From a dataset of Reaction yield outcomes from USPTO patents with 853,638 reactions. Predict the reaction yield, written as a fraction of the theoretical maximum amount of product (1.0 means a 100% yield; for example, 0.34 means a 34% yield). The reactants are [CH3:1][O:2][C:3]1[C:8]2[O:9][CH2:10][CH2:11][O:12][C:7]=2[C:6]([C:13]2[CH2:18][CH2:17][CH:16]([C:19]#N)[CH2:15][CH:14]=2)=[CH:5][CH:4]=1.[OH-:21].[Na+].[OH2:23].Cl. The catalyst is C(O)C. The product is [CH3:1][O:2][C:3]1[C:8]2[O:9][CH2:10][CH2:11][O:12][C:7]=2[C:6]([C:13]2[CH2:18][CH2:17][CH:16]([C:19]([OH:23])=[O:21])[CH2:15][CH:14]=2)=[CH:5][CH:4]=1. The yield is 0.730.